From a dataset of Reaction yield outcomes from USPTO patents with 853,638 reactions. Predict the reaction yield, written as a fraction of the theoretical maximum amount of product (1.0 means a 100% yield; for example, 0.34 means a 34% yield). (1) The reactants are [CH:1]1([NH:4][C:5]([C:7]2[C:15]3[CH:14]=[C:13]([C:16]4[C:21]([Cl:22])=[CH:20][N:19]=[C:18]([NH:23][CH2:24][CH2:25][CH2:26][N:27]5[CH2:32][CH2:31][N:30]([CH3:33])[CH2:29][CH2:28]5)[N:17]=4)[S:12][C:11]=3[C:10]([O:34]C)=[CH:9][CH:8]=2)=[O:6])[CH2:3][CH2:2]1.C(S)C.[H-].[Na+].Cl. The catalyst is CN(C=O)C.O. The product is [CH:1]1([NH:4][C:5]([C:7]2[C:15]3[CH:14]=[C:13]([C:16]4[C:21]([Cl:22])=[CH:20][N:19]=[C:18]([NH:23][CH2:24][CH2:25][CH2:26][N:27]5[CH2:28][CH2:29][N:30]([CH3:33])[CH2:31][CH2:32]5)[N:17]=4)[S:12][C:11]=3[C:10]([OH:34])=[CH:9][CH:8]=2)=[O:6])[CH2:2][CH2:3]1. The yield is 0.240. (2) The product is [O:1]1[CH2:6][CH2:5][N:4]([C:7]2[N:12]=[C:11]([N:13]3[CH2:14][CH2:15][O:16][CH2:17][CH2:18]3)[N:10]=[C:9]([C:19]3[CH:24]=[CH:23][C:22]([NH:25][C:26]([NH:27][C:28]4[CH:36]=[CH:35][C:31]([C:32]([N:75]5[CH2:76][CH2:77][N:72]([CH3:71])[CH2:73][CH2:74]5)=[O:33])=[CH:30][CH:29]=4)=[O:37])=[CH:21][CH:20]=3)[N:8]=2)[CH2:3][CH2:2]1. The yield is 0.540. The reactants are [O:1]1[CH2:6][CH2:5][N:4]([C:7]2[N:12]=[C:11]([N:13]3[CH2:18][CH2:17][O:16][CH2:15][CH2:14]3)[N:10]=[C:9]([C:19]3[CH:24]=[CH:23][C:22]([NH:25][C:26](=[O:37])[NH:27][C:28]4[CH:36]=[CH:35][C:31]([C:32](O)=[O:33])=[CH:30][CH:29]=4)=[CH:21][CH:20]=3)[N:8]=2)[CH2:3][CH2:2]1.CCN(C(C)C)C(C)C.CN(C(ON1N=NC2C=CC=CC1=2)=[N+](C)C)C.F[P-](F)(F)(F)(F)F.[CH3:71][N:72]1[CH2:77][CH2:76][NH:75][CH2:74][CH2:73]1. The catalyst is CN1C(=O)CCC1. (3) The reactants are [S:1]1[CH:5]=[CH:4][C:3]2[CH:6]=[C:7]([CH:10]3[C:19]4[C:14](=[CH:15][CH:16]=[CH:17][CH:18]=4)[CH2:13][NH:12][CH2:11]3)[CH:8]=[CH:9][C:2]1=2.Cl.[CH3:21][N:22]([CH3:26])[CH2:23][CH2:24]Cl.[C:27](=[O:30])([O-:29])[O-].[Cs+].[Cs+].[C:33]([O:36]CC)(=[O:35])C. The catalyst is CN(C=O)C. The product is [C:33]([OH:36])(=[O:35])/[CH:23]=[CH:24]/[C:27]([OH:29])=[O:30].[S:1]1[CH:5]=[CH:4][C:3]2[CH:6]=[C:7]([CH:10]3[C:19]4[C:14](=[CH:15][CH:16]=[CH:17][CH:18]=4)[CH2:13][N:12]([CH2:24][CH2:23][N:22]([CH3:26])[CH3:21])[CH2:11]3)[CH:8]=[CH:9][C:2]1=2. The yield is 0.0200. (4) The reactants are [Br:1][C:2]1[CH:11]=[CH:10][CH:9]=[C:8]2[C:3]=1[CH2:4][CH2:5][CH2:6][N:7]2[C:12](=[O:19])[CH2:13][CH2:14][C:15](OC)=[O:16].[BH4-].[Na+].C(OCC)(=O)C. The catalyst is CO. The product is [Br:1][C:2]1[CH:11]=[CH:10][CH:9]=[C:8]2[C:3]=1[CH2:4][CH2:5][CH2:6][N:7]2[C:12](=[O:19])[CH2:13][CH2:14][CH2:15][OH:16]. The yield is 0.730.